From a dataset of Forward reaction prediction with 1.9M reactions from USPTO patents (1976-2016). Predict the product of the given reaction. (1) Given the reactants [Cl:1][C:2]1[CH:7]=[CH:6][C:5]([C:8]2[C:12]([CH2:13][O:14][C:15]3[CH:23]=[CH:22][C:18]([C:19]([OH:21])=O)=[CH:17][N:16]=3)=[CH:11][O:10][N:9]=2)=[CH:4][CH:3]=1.[NH2:24][CH2:25][C:26]([CH3:30])([CH3:29])[CH2:27][OH:28], predict the reaction product. The product is: [Cl:1][C:2]1[CH:3]=[CH:4][C:5]([C:8]2[C:12]([CH2:13][O:14][C:15]3[CH:23]=[CH:22][C:18]([C:19]([NH:24][CH2:25][C:26]([CH3:30])([CH3:29])[CH2:27][OH:28])=[O:21])=[CH:17][N:16]=3)=[CH:11][O:10][N:9]=2)=[CH:6][CH:7]=1. (2) Given the reactants [Br:1][C:2]1[CH:3]=[C:4]2[NH:10][C:9]([CH3:11])=[N:8][C:5]2=[N:6][CH:7]=1.[H-].[Na+].[CH3:14][Si:15]([CH3:22])([CH3:21])[CH2:16][CH2:17][O:18][CH2:19]Cl.O, predict the reaction product. The product is: [Br:1][C:2]1[CH:3]=[C:4]2[N:10]([CH2:19][O:18][CH2:17][CH2:16][Si:15]([CH3:22])([CH3:21])[CH3:14])[C:9]([CH3:11])=[N:8][C:5]2=[N:6][CH:7]=1. (3) Given the reactants Cl.[CH3:2][O:3][C:4]1[CH:5]=[C:6]([C:12]2[C:13]([CH3:25])([CH3:24])[C:14](=[O:23])[N:15]([CH:17]3[CH2:22][CH2:21][NH:20][CH2:19][CH2:18]3)[N:16]=2)[CH:7]=[CH:8][C:9]=1[O:10][CH3:11].[N:26]1[CH:31]=[CH:30][CH:29]=[CH:28][C:27]=1[C:32](O)=[O:33], predict the reaction product. The product is: [CH3:2][O:3][C:4]1[CH:5]=[C:6]([C:12]2[C:13]([CH3:25])([CH3:24])[C:14](=[O:23])[N:15]([CH:17]3[CH2:22][CH2:21][N:20]([C:32]([C:27]4[CH:28]=[CH:29][CH:30]=[CH:31][N:26]=4)=[O:33])[CH2:19][CH2:18]3)[N:16]=2)[CH:7]=[CH:8][C:9]=1[O:10][CH3:11]. (4) Given the reactants [CH2:1]([O:8][C:9]([N:11]1[CH2:16][CH2:15][C:14]([C:20]2[CH:25]=[CH:24][CH:23]=[CH:22][CH:21]=2)([C:17](O)=[O:18])[CH2:13][CH2:12]1)=[O:10])[C:2]1[CH:7]=[CH:6][CH:5]=[CH:4][CH:3]=1.O=S(Cl)Cl.[CH3:30][NH:31][CH2:32][C:33]1[CH:38]=[CH:37][CH:36]=[CH:35][CH:34]=1.CCN(C(C)C)C(C)C, predict the reaction product. The product is: [CH2:1]([O:8][C:9]([N:11]1[CH2:12][CH2:13][C:14]([C:17](=[O:18])[N:31]([CH2:32][C:33]2[CH:38]=[CH:37][CH:36]=[CH:35][CH:34]=2)[CH3:30])([C:20]2[CH:21]=[CH:22][CH:23]=[CH:24][CH:25]=2)[CH2:15][CH2:16]1)=[O:10])[C:2]1[CH:3]=[CH:4][CH:5]=[CH:6][CH:7]=1. (5) Given the reactants Cl.Cl.C[O:4][C:5](=[O:13])[C@H:6]([CH2:8][CH2:9][CH2:10][CH2:11][NH2:12])[NH2:7].[OH-].[Na+], predict the reaction product. The product is: [NH2:7][C@H:6]([C:5]([OH:13])=[O:4])[CH2:8][CH2:9][CH2:10][CH2:11][NH2:12]. (6) Given the reactants [O:1]=[C:2]1[NH:18][C:5]2=[N:6][CH:7]=[C:8]([C:10]3[CH:17]=[CH:16][C:13]([C:14]#[N:15])=[CH:12][CH:11]=3)[N:9]=[C:4]2[N:3]1[CH2:19][CH2:20][N:21]1[CH2:26][CH2:25][CH2:24][CH2:23][CH2:22]1.BrC1N=C2N(CCN3CCCCC3)C(=O)[NH:36][C:31]2=[N:30]C=1.C(C1C=CC(B(O)O)=CC=1)#N.P([O-])([O-])([O-])=O.[K+].[K+].[K+], predict the reaction product. The product is: [N:30]1[N:15]=[C:14]([C:13]2[CH:12]=[CH:11][C:10]([C:8]3[N:9]=[C:4]4[N:3]([CH2:19][CH2:20][N:21]5[CH2:22][CH2:23][CH2:24][CH2:25][CH2:26]5)[C:2](=[O:1])[NH:18][C:5]4=[N:6][CH:7]=3)=[CH:17][CH:16]=2)[NH:36][CH:31]=1. (7) Given the reactants Cl.[CH3:2][NH:3][C@@H:4]([CH2:20][C:21]1[CH:26]=[CH:25][CH:24]=[CH:23][CH:22]=1)[CH2:5][CH2:6][NH:7][C:8]([C:10]1[N:14]([CH3:15])[C:13]2[CH:16]=[CH:17][CH:18]=[CH:19][C:12]=2[N:11]=1)=[O:9].[NH:27]1[C:35]2[CH:34]=[CH:33][CH:32]=[C:31]([C:36]([OH:38])=O)[C:30]=2[CH:29]=[CH:28]1.C1C=CC2N(O)N=NC=2C=1.Cl.C(N(CC)CC)C, predict the reaction product. The product is: [NH:27]1[C:35]2[CH:34]=[CH:33][CH:32]=[C:31]([C:36]([N:3]([CH3:2])[C@@H:4]([CH2:20][C:21]3[CH:22]=[CH:23][CH:24]=[CH:25][CH:26]=3)[CH2:5][CH2:6][NH:7][C:8]([C:10]3[N:14]([CH3:15])[C:13]4[CH:16]=[CH:17][CH:18]=[CH:19][C:12]=4[N:11]=3)=[O:9])=[O:38])[C:30]=2[CH:29]=[CH:28]1.